Dataset: CYP2D6 inhibition data for predicting drug metabolism from PubChem BioAssay. Task: Regression/Classification. Given a drug SMILES string, predict its absorption, distribution, metabolism, or excretion properties. Task type varies by dataset: regression for continuous measurements (e.g., permeability, clearance, half-life) or binary classification for categorical outcomes (e.g., BBB penetration, CYP inhibition). Dataset: cyp2d6_veith. (1) The compound is COc1ccc(NC(=O)N2CCC3(CC2)CCN(C(=O)c2csnn2)CC3)cc1. The result is 0 (non-inhibitor). (2) The compound is CN(Cc1ccco1)c1ccnc(-c2cccc(NS(C)(=O)=O)c2)n1. The result is 1 (inhibitor).